From a dataset of Forward reaction prediction with 1.9M reactions from USPTO patents (1976-2016). Predict the product of the given reaction. (1) The product is: [CH3:1][O:2][C:3]1[CH:4]=[C:5]([N:9]2[CH2:15][CH2:14][O:13][CH2:12][CH2:11]2)[CH:6]=[CH:7][CH:8]=1. Given the reactants [CH3:1][O:2][C:3]1[CH:8]=[CH:7][CH:6]=[C:5]([NH2:9])[CH:4]=1.Cl[CH2:11][CH2:12][O:13][CH2:14][CH2:15]Cl, predict the reaction product. (2) Given the reactants [C:1]([O:5][C:6]([NH:8][C@H:9]([C:40]([O:42][C:43]([CH3:46])([CH3:45])[CH3:44])=[O:41])[CH2:10][C@H:11]([CH2:19][C:20]1[CH:25]=[CH:24][C:23]([CH2:26][CH2:27][CH2:28]OS(C2C=CC(C)=CC=2)(=O)=O)=[CH:22][CH:21]=1)[C:12]([O:14][C:15]([CH3:18])([CH3:17])[CH3:16])=[O:13])=[O:7])([CH3:4])([CH3:3])[CH3:2].[F-:47].O, predict the reaction product. The product is: [C:1]([O:5][C:6]([NH:8][C@H:9]([C:40]([O:42][C:43]([CH3:46])([CH3:45])[CH3:44])=[O:41])[CH2:10][CH:11]([CH2:19][C:20]1[CH:25]=[CH:24][C:23]([CH2:26][CH2:27][CH2:28][F:47])=[CH:22][CH:21]=1)[C:12]([O:14][C:15]([CH3:18])([CH3:17])[CH3:16])=[O:13])=[O:7])([CH3:4])([CH3:3])[CH3:2].